Task: Predict the reactants needed to synthesize the given product.. Dataset: Full USPTO retrosynthesis dataset with 1.9M reactions from patents (1976-2016) Given the product [N+:27]([C:24]1[CH:23]=[CH:22][CH:21]=[CH:26][N:25]=1)([O-:29])=[O:28], predict the reactants needed to synthesize it. The reactants are: FC(C1NN=C(C(F)(F)F)C=1)(F)F.C(=O)([O-])[O-].[K+].[K+].Br[C:21]1[CH:22]=[CH:23][C:24]([N+:27]([O-:29])=[O:28])=[N:25][CH:26]=1.CC(=O)OCC.[Cl-].[Na+].O.